This data is from hERG potassium channel inhibition data for cardiac toxicity prediction from Karim et al.. The task is: Regression/Classification. Given a drug SMILES string, predict its toxicity properties. Task type varies by dataset: regression for continuous values (e.g., LD50, hERG inhibition percentage) or binary classification for toxic/non-toxic outcomes (e.g., AMES mutagenicity, cardiotoxicity, hepatotoxicity). Dataset: herg_karim. (1) The compound is O=C(c1cccc(Cl)c1Cl)N(C1CCCC1)C1CCNC1. The result is 0 (non-blocker). (2) The molecule is CC(c1ccccc1)N1C(=O)c2ccccc2C1C(=O)NCc1ccccc1. The result is 0 (non-blocker). (3) The molecule is O=C(O)CCc1ccc2cc(Cc3ccccc3)cc(N3CCN(CCc4ccc(OCCCN5CCCCCC5)cc4)CC3)c2n1. The result is 1 (blocker). (4) The compound is COc1ccc2ncc(F)c(C(=O)CC34CCC(NCc5ccc6c(n5)NC(=O)CO6)(CC3)CO4)c2n1. The result is 1 (blocker). (5) The compound is COc1cc(/C=C/C(=O)CC(=O)/C=C/c2ccc(O)c(OC)c2)ccc1O. The result is 1 (blocker).